From a dataset of Rat liver microsome stability data. Regression/Classification. Given a drug SMILES string, predict its absorption, distribution, metabolism, or excretion properties. Task type varies by dataset: regression for continuous measurements (e.g., permeability, clearance, half-life) or binary classification for categorical outcomes (e.g., BBB penetration, CYP inhibition). Dataset: rlm. The molecule is Cn1cnc2cc(Br)c(-c3ccccc3Cl)c(CN)c21. The result is 1 (stable in rat liver microsomes).